From a dataset of Human liver microsome stability data. Regression/Classification. Given a drug SMILES string, predict its absorption, distribution, metabolism, or excretion properties. Task type varies by dataset: regression for continuous measurements (e.g., permeability, clearance, half-life) or binary classification for categorical outcomes (e.g., BBB penetration, CYP inhibition). Dataset: hlm. The compound is Cc1ccc(-c2nc(C)c([C@H](OC(C)(C)C)C(=O)O)c(-c3ccc4c(c3)CCCO4)c2C)cc1C. The result is 0 (unstable in human liver microsomes).